Dataset: Peptide-MHC class I binding affinity with 185,985 pairs from IEDB/IMGT. Task: Regression. Given a peptide amino acid sequence and an MHC pseudo amino acid sequence, predict their binding affinity value. This is MHC class I binding data. (1) The peptide sequence is FVFEATKLY. The MHC is HLA-B35:01 with pseudo-sequence HLA-B35:01. The binding affinity (normalized) is 0.834. (2) The peptide sequence is THFQRKRRV. The MHC is HLA-A24:02 with pseudo-sequence HLA-A24:02. The binding affinity (normalized) is 0.0847. (3) The MHC is HLA-A02:12 with pseudo-sequence HLA-A02:12. The binding affinity (normalized) is 0.0847. The peptide sequence is RLSDPRFSQ. (4) The peptide sequence is IMAVGLVSL. The MHC is HLA-A02:17 with pseudo-sequence HLA-A02:17. The binding affinity (normalized) is 0.382. (5) The peptide sequence is RQVSVKLLI. The MHC is HLA-A02:02 with pseudo-sequence HLA-A02:02. The binding affinity (normalized) is 0.0949. (6) The peptide sequence is QVHAEQGLI. The MHC is HLA-A24:02 with pseudo-sequence HLA-A24:02. The binding affinity (normalized) is 0.00564. (7) The peptide sequence is VVMAYVGIK. The MHC is HLA-A33:01 with pseudo-sequence HLA-A33:01. The binding affinity (normalized) is 0.0710. (8) The peptide sequence is EALEYLSELK. The MHC is HLA-A31:01 with pseudo-sequence HLA-A31:01. The binding affinity (normalized) is 0.0950.